From a dataset of Full USPTO retrosynthesis dataset with 1.9M reactions from patents (1976-2016). Predict the reactants needed to synthesize the given product. (1) Given the product [CH:3]([C:4]1[CH:5]=[C:12]([C:11]([O:10][CH2:8][CH3:9])=[O:17])[NH:24][N:23]=1)([CH3:7])[CH3:2], predict the reactants needed to synthesize it. The reactants are: [Na].[CH3:2][CH:3]([CH3:7])[C:4](=O)[CH3:5].[CH2:8]([O:10][C:11](=[O:17])[C:12](OCC)=O)[CH3:9].C(O)(=O)C.O.[NH2:23][NH2:24]. (2) The reactants are: C([O:5][C:6]([N:8]1[CH2:15][CH:14]2[CH:10]([CH2:11][NH:12][CH2:13]2)[CH2:9]1)=O)(C)(C)C.[ClH:16].[C@H:17]12C[C@H](NC1)CN2C(=O)C. Given the product [ClH:16].[CH2:9]1[CH:10]2[CH2:11][NH:12][CH2:13][CH:14]2[CH2:15][N:8]1[C:6](=[O:5])[CH3:17], predict the reactants needed to synthesize it. (3) The reactants are: [Br:1][C:2]1[CH:7]=[CH:6][C:5]([S:8](Cl)(=[O:10])=[O:9])=[CH:4][CH:3]=1.[CH3:12][O:13][CH2:14][CH2:15][NH2:16].C(N(CC)CC)C. Given the product [Br:1][C:2]1[CH:7]=[CH:6][C:5]([S:8]([NH:16][CH2:15][CH2:14][O:13][CH3:12])(=[O:10])=[O:9])=[CH:4][CH:3]=1, predict the reactants needed to synthesize it. (4) Given the product [NH2:19][C@@H:15]1[CH2:16][CH2:17][CH2:18][C@H:14]1[C@H:13]([C:9]1([C:4]2[CH:5]=[CH:6][C:7]([Cl:8])=[C:2]([Cl:1])[CH:3]=2)[CH2:10][CH2:11][CH2:12]1)[OH:21], predict the reactants needed to synthesize it. The reactants are: [Cl:1][C:2]1[CH:3]=[C:4]([C:9]2([C@H:13]([OH:21])[C@@H:14]3[CH2:18][CH2:17][CH2:16][C:15]3=[N:19]O)[CH2:12][CH2:11][CH2:10]2)[CH:5]=[CH:6][C:7]=1[Cl:8].O.